From a dataset of Peptide-MHC class I binding affinity with 185,985 pairs from IEDB/IMGT. Regression. Given a peptide amino acid sequence and an MHC pseudo amino acid sequence, predict their binding affinity value. This is MHC class I binding data. (1) The peptide sequence is NELSLALGL. The MHC is HLA-B44:03 with pseudo-sequence HLA-B44:03. The binding affinity (normalized) is 0.690. (2) The peptide sequence is TPYDINQML. The MHC is HLA-B07:02 with pseudo-sequence HLA-B07:02. The binding affinity (normalized) is 0.451. (3) The peptide sequence is QMDCTHLEGKI. The MHC is Mamu-A11 with pseudo-sequence Mamu-A11. The binding affinity (normalized) is 0.337. (4) The peptide sequence is FRNLAYGRTCVLGK. The MHC is HLA-A26:01 with pseudo-sequence HLA-A26:01. The binding affinity (normalized) is 0. (5) The peptide sequence is SSSLTSLLK. The MHC is HLA-A01:01 with pseudo-sequence HLA-A01:01. The binding affinity (normalized) is 0.352. (6) The peptide sequence is EENITALL. The MHC is Mamu-B01 with pseudo-sequence Mamu-B01. The binding affinity (normalized) is 0. (7) The peptide sequence is GSVNVVYTF. The MHC is HLA-A23:01 with pseudo-sequence HLA-A23:01. The binding affinity (normalized) is 0.241. (8) The peptide sequence is LFQPLHTVM. The MHC is HLA-B51:01 with pseudo-sequence HLA-B51:01. The binding affinity (normalized) is 0.213.